Dataset: Forward reaction prediction with 1.9M reactions from USPTO patents (1976-2016). Task: Predict the product of the given reaction. (1) Given the reactants [Cl:1][C:2]1[C:7]([N+:8]([O-])=O)=[CH:6][CH:5]=[C:4]([O:11][CH3:12])[N:3]=1.Cl[Sn]Cl, predict the reaction product. The product is: [Cl:1][C:2]1[C:7]([NH2:8])=[CH:6][CH:5]=[C:4]([O:11][CH3:12])[N:3]=1. (2) Given the reactants [CH3:1][O:2][C:3]1[CH:4]=[C:5]([C:15]2[N:19]3[CH2:20][CH2:21][CH2:22][C:23]([O:26][C:27]4[CH:32]=[C:31]([F:33])[C:30]([F:34])=[C:29]([F:35])[CH:28]=4)([CH:24]=[O:25])[C:18]3=[N:17][N:16]=2)[CH:6]=[CH:7][C:8]=1[C:9]1[O:13][C:12]([CH3:14])=[N:11][CH:10]=1.[F:36][C:37]([Si](C)(C)C)([F:39])[F:38].CCCC[N+](CCCC)(CCCC)CCCC.[F-].Cl, predict the reaction product. The product is: [F:36][C:37]([F:39])([F:38])[CH:24]([C:23]1([O:26][C:27]2[CH:28]=[C:29]([F:35])[C:30]([F:34])=[C:31]([F:33])[CH:32]=2)[CH2:22][CH2:21][CH2:20][N:19]2[C:15]([C:5]3[CH:6]=[CH:7][C:8]([C:9]4[O:13][C:12]([CH3:14])=[N:11][CH:10]=4)=[C:3]([O:2][CH3:1])[CH:4]=3)=[N:16][N:17]=[C:18]12)[OH:25]. (3) Given the reactants [CH2:1]([O:8][C:9]([N:11]1[CH2:16][CH2:15][NH:14][CH2:13][C@@H:12]1[C:17](=[O:29])[NH:18][CH2:19][C:20]1[CH:25]=[CH:24][C:23]([CH2:26][CH2:27][CH3:28])=[CH:22][CH:21]=1)=[O:10])[C:2]1[CH:7]=[CH:6][CH:5]=[CH:4][CH:3]=1.C(N(CC)CC)C.C1C2C(COC([N:54]=[C:55]=[S:56])=O)C3C(=CC=CC=3)C=2C=CC=1.N1CCCCC1, predict the reaction product. The product is: [CH2:1]([O:8][C:9]([N:11]1[CH2:16][CH2:15][N:14]([C:55](=[S:56])[NH2:54])[CH2:13][C@@H:12]1[C:17](=[O:29])[NH:18][CH2:19][C:20]1[CH:25]=[CH:24][C:23]([CH2:26][CH2:27][CH3:28])=[CH:22][CH:21]=1)=[O:10])[C:2]1[CH:7]=[CH:6][CH:5]=[CH:4][CH:3]=1.